From a dataset of Catalyst prediction with 721,799 reactions and 888 catalyst types from USPTO. Predict which catalyst facilitates the given reaction. (1) Reactant: [CH3:1][C:2]1[N:7]=[C:6]([C:8]2[C:9]([C:13]3[CH:14]=[CH:15][C:16]4[C:17]([CH:21]=3)=[N:18][S:19][N:20]=4)=[N:10][NH:11][N:12]=2)[CH:5]=[CH:4][CH:3]=1.C(=O)([O-])[O-].[K+].[K+].I[CH2:29][CH3:30]. Product: [CH2:29]([N:11]1[N:10]=[C:9]([C:13]2[CH:14]=[CH:15][C:16]3[C:17]([CH:21]=2)=[N:18][S:19][N:20]=3)[C:8]([C:6]2[CH:5]=[CH:4][CH:3]=[C:2]([CH3:1])[N:7]=2)=[N:12]1)[CH3:30]. The catalyst class is: 3. (2) Reactant: [Br:1]N1C(=O)CCC1=O.[Br:9][C:10]1[CH:15]=[CH:14][C:13]([CH3:16])=[CH:12][N:11]=1.N(C(C)(C)C#N)=NC(C)(C)C#N. Product: [Br:9][C:10]1[CH:15]=[CH:14][C:13]([CH2:16][Br:1])=[CH:12][N:11]=1. The catalyst class is: 53. (3) Reactant: [CH3:1][O:2][C:3]1[CH:12]=[CH:11][CH:10]=[C:9]2[C:4]=1[CH2:5][CH2:6][N:7]=[C:8]2[C:13]1[CH:18]=[CH:17][C:16]([C:19]([F:22])([F:21])[F:20])=[CH:15][CH:14]=1.CO.[BH4-].[Na+]. Product: [CH3:1][O:2][C:3]1[CH:12]=[CH:11][CH:10]=[C:9]2[C:4]=1[CH2:5][CH2:6][NH:7][CH:8]2[C:13]1[CH:18]=[CH:17][C:16]([C:19]([F:22])([F:20])[F:21])=[CH:15][CH:14]=1. The catalyst class is: 6. (4) Reactant: [NH2:1][C:2]1[N:11]=[C:10]([O:12][CH2:13][C:14]2[CH:19]=[CH:18][C:17]([CH2:20][NH:21][C:22](=[O:27])[C:23]([F:26])([F:25])[F:24])=[CH:16][CH:15]=2)[C:9]2[C:4](=[N:5][CH:6]=[C:7]([C:28](O)=O)[N:8]=2)[N:3]=1.C1CN([P+](ON2N=NC3C=CC=CC2=3)(N2CCCC2)N2CCCC2)CC1.F[P-](F)(F)(F)(F)F.N[CH2:65][CH2:66][NH:67][C:68](=[O:74])[O:69][C:70]([CH3:73])([CH3:72])[CH3:71].O. Product: [NH2:1][C:2]1[N:11]=[C:10]([O:12][CH2:13][C:14]2[CH:15]=[CH:16][C:17]([CH2:20][NH:21][C:22](=[O:27])[C:23]([F:25])([F:26])[F:24])=[CH:18][CH:19]=2)[C:9]2[C:4](=[N:5][CH:6]=[C:7]([CH2:28][CH2:65][CH2:66][NH:67][C:68]([O:69][C:70]([CH3:71])([CH3:72])[CH3:73])=[O:74])[N:8]=2)[N:3]=1. The catalyst class is: 3. (5) Reactant: Br[CH:2]([C:20]1[CH:25]=[CH:24][N:23]=[C:22]([S:26][CH3:27])[N:21]=1)[C:3]([C:5]1[C:6]([F:19])=[C:7]([NH:12][C:13](=[O:18])[C:14]([CH3:17])([CH3:16])[CH3:15])[CH:8]=[C:9]([Cl:11])[CH:10]=1)=O.[NH2:28][C:29]([NH2:31])=[S:30]. Product: [NH2:31][C:29]1[S:30][C:2]([C:20]2[CH:25]=[CH:24][N:23]=[C:22]([S:26][CH3:27])[N:21]=2)=[C:3]([C:5]2[C:6]([F:19])=[C:7]([NH:12][C:13](=[O:18])[C:14]([CH3:17])([CH3:16])[CH3:15])[CH:8]=[C:9]([Cl:11])[CH:10]=2)[N:28]=1. The catalyst class is: 351. (6) Reactant: [CH2:1]([OH:6])[C@@H:2]([OH:5])[CH:3]=O.FC(F)(F)C(O)=O.[CH3:14][CH:15]([O:17][C:18]1[C:23]([C:24]#[N:25])=[CH:22][C:21]([C:26]2[O:30][N:29]=[C:28]([C:31]3[CH:41]=[CH:40][C:34]4[CH2:35][CH2:36][NH:37][CH2:38][CH2:39][C:33]=4[CH:32]=3)[N:27]=2)=[CH:20][N:19]=1)[CH3:16].C(O)(=O)C.C(O[BH-](OC(=O)C)OC(=O)C)(=O)C.[Na+].C(=O)([O-])O.[Na+]. Product: [OH:5][C@H:2]([CH2:1][OH:6])[CH2:3][N:37]1[CH2:36][CH2:35][C:34]2[CH:40]=[CH:41][C:31]([C:28]3[N:27]=[C:26]([C:21]4[CH:22]=[C:23]([C:24]#[N:25])[C:18]([O:17][CH:15]([CH3:16])[CH3:14])=[N:19][CH:20]=4)[O:30][N:29]=3)=[CH:32][C:33]=2[CH2:39][CH2:38]1. The catalyst class is: 2.